From a dataset of Full USPTO retrosynthesis dataset with 1.9M reactions from patents (1976-2016). Predict the reactants needed to synthesize the given product. (1) Given the product [CH3:33][N:34]1[CH:38]=[C:37]([C:2]2[CH:3]=[CH:4][C:5]3[N:9]=[N:8][N:7]([CH2:10][C:11]4[CH:16]=[CH:15][CH:14]=[C:13]([C:17]5[N:18]=[CH:19][C:20]([O:23][CH2:24][CH2:25][N:26]6[CH2:31][CH2:30][O:29][CH2:28][CH2:27]6)=[CH:21][N:22]=5)[CH:12]=4)[C:6]=3[CH:32]=2)[CH:36]=[N:35]1, predict the reactants needed to synthesize it. The reactants are: Br[C:2]1[CH:3]=[CH:4][C:5]2[N:9]=[N:8][N:7]([CH2:10][C:11]3[CH:16]=[CH:15][CH:14]=[C:13]([C:17]4[N:22]=[CH:21][C:20]([O:23][CH2:24][CH2:25][N:26]5[CH2:31][CH2:30][O:29][CH2:28][CH2:27]5)=[CH:19][N:18]=4)[CH:12]=3)[C:6]=2[CH:32]=1.[CH3:33][N:34]1[CH:38]=[C:37](B2OC(C)(C)C(C)(C)O2)[CH:36]=[N:35]1.O.O.O.P([O-])([O-])([O-])=O.[K+].[K+].[K+]. (2) Given the product [Br:1][C:2]1[CH:3]=[N:4][C:5]2[N:6]([N:8]=[C:9]([C:11]([N:16]3[CH2:17][CH2:18][C:19]4[S:23][CH:22]=[C:21]([CH3:24])[C:20]=4[N:15]3[CH3:14])=[O:13])[CH:10]=2)[CH:7]=1, predict the reactants needed to synthesize it. The reactants are: [Br:1][C:2]1[CH:3]=[N:4][C:5]2[N:6]([N:8]=[C:9]([C:11]([OH:13])=O)[CH:10]=2)[CH:7]=1.[CH3:14][N:15]1[C:20]2[C:21]([CH3:24])=[CH:22][S:23][C:19]=2[CH2:18][CH2:17][NH:16]1. (3) Given the product [Cl:22][C:23]1[CH:24]=[C:25]([CH:29]=[C:30]([Cl:32])[CH:31]=1)[C:26]([NH:1][C:2]1[C:11]2[C:6](=[CH:7][CH:8]=[CH:9][CH:10]=2)[CH:5]=[CH:4][C:3]=1[C:12]([OH:21])([C:13]([F:14])([F:15])[F:16])[C:17]([F:18])([F:19])[F:20])=[O:27], predict the reactants needed to synthesize it. The reactants are: [NH2:1][C:2]1[C:11]2[C:6](=[CH:7][CH:8]=[CH:9][CH:10]=2)[CH:5]=[CH:4][C:3]=1[C:12]([OH:21])([C:17]([F:20])([F:19])[F:18])[C:13]([F:16])([F:15])[F:14].[Cl:22][C:23]1[CH:24]=[C:25]([CH:29]=[C:30]([Cl:32])[CH:31]=1)[C:26](Cl)=[O:27]. (4) Given the product [O:23]1[CH2:24][CH2:25][O:26][C:21]2[CH:20]=[C:19]([C:17]([NH:16][C@@H:14]3[CH2:13][CH2:12][N:11]([C:29]([O:31][C:32]([CH3:35])([CH3:34])[CH3:33])=[O:30])[C@@H:10]([C:2]4[N:3]([CH2:37][CH2:38][O:39][CH:40]5[CH2:45][CH2:44][CH2:43][CH2:42][O:41]5)[C:4]5[CH:9]=[CH:8][CH:7]=[CH:6][C:5]=5[N:1]=4)[CH2:15]3)=[O:18])[CH:28]=[CH:27][C:22]1=2, predict the reactants needed to synthesize it. The reactants are: [NH:1]1[C:5]2[CH:6]=[CH:7][CH:8]=[CH:9][C:4]=2[N:3]=[C:2]1[C@H:10]1[CH2:15][C@H:14]([NH:16][C:17]([C:19]2[CH:28]=[CH:27][C:22]3[O:23][CH2:24][CH2:25][O:26][C:21]=3[CH:20]=2)=[O:18])[CH2:13][CH2:12][N:11]1[C:29]([O:31][C:32]([CH3:35])([CH3:34])[CH3:33])=[O:30].Br[CH2:37][CH2:38][O:39][CH:40]1[CH2:45][CH2:44][CH2:43][CH2:42][O:41]1.C([O-])([O-])=O.[K+].[K+].O.